Dataset: Catalyst prediction with 721,799 reactions and 888 catalyst types from USPTO. Task: Predict which catalyst facilitates the given reaction. (1) Reactant: [Br-].[CH2:2]([P+](C1C=CC=CC=1)(C1C=CC=CC=1)C1C=CC=CC=1)[C:3]1[CH:8]=[CH:7][CH:6]=[CH:5][CH:4]=1.CC(C)([O-])C.[K+].[F:34][CH:35]1[C:40](=O)[CH2:39][CH2:38][N:37]([C:42]([O:44][C:45]([CH3:48])([CH3:47])[CH3:46])=[O:43])[CH2:36]1. Product: [CH:2](=[C:40]1[CH2:39][CH2:38][N:37]([C:42]([O:44][C:45]([CH3:47])([CH3:46])[CH3:48])=[O:43])[CH2:36][CH:35]1[F:34])[C:3]1[CH:4]=[CH:5][CH:6]=[CH:7][CH:8]=1. The catalyst class is: 1. (2) Reactant: [Cl:1][C:2]1[N:7]=[C:6](Cl)[N:5]2[N:9]=[CH:10][C:11]([CH:12]([CH3:14])[CH3:13])=[C:4]2[CH:3]=1.[CH2:15]([NH2:22])[C:16]1[CH:21]=[CH:20][CH:19]=[CH:18][CH:17]=1. Product: [CH2:15]([NH:22][C:6]1[N:5]2[N:9]=[CH:10][C:11]([CH:12]([CH3:14])[CH3:13])=[C:4]2[CH:3]=[C:2]([Cl:1])[N:7]=1)[C:16]1[CH:21]=[CH:20][CH:19]=[CH:18][CH:17]=1. The catalyst class is: 14. (3) Reactant: O.[NH2:2][NH2:3].[C:4]([CH:7]1[C:12](=[O:13])[CH2:11][CH2:10][CH2:9][C:8]1=O)(=O)[CH3:5]. Product: [CH3:5][C:4]1[C:7]2[C:12](=[O:13])[CH2:11][CH2:10][CH2:9][C:8]=2[NH:3][N:2]=1. The catalyst class is: 14. (4) Reactant: [C:1](OC(=O)C)(=[O:3])[CH3:2].N1C=CC=CC=1.[CH2:14]([O:16][C:17](=[O:27])/[CH:18]=[C:19](\[NH2:26])/[CH2:20][C@@H:21]([CH3:25])/[CH:22]=[CH:23]/[CH3:24])[CH3:15]. Product: [CH2:14]([O:16][C:17](=[O:27])/[CH:18]=[C:19](\[NH:26][C:1](=[O:3])[CH3:2])/[CH2:20][C@@H:21]([CH3:25])/[CH:22]=[CH:23]/[CH3:24])[CH3:15]. The catalyst class is: 11.